Dataset: Forward reaction prediction with 1.9M reactions from USPTO patents (1976-2016). Task: Predict the product of the given reaction. (1) The product is: [F:1][C:2]1[CH:9]=[C:8]([F:10])[CH:7]=[CH:6][C:3]=1/[CH:4]=[N:12]/[OH:13]. Given the reactants [F:1][C:2]1[CH:9]=[C:8]([F:10])[CH:7]=[CH:6][C:3]=1[CH:4]=O.Cl.[NH2:12][OH:13].CCO.[OH-].[Na+], predict the reaction product. (2) Given the reactants [Cl:1][C:2]1[CH:3]=[C:4]([C@@H:8]2[C@@H:13]([C:14]3[CH:19]=[CH:18][C:17]([Cl:20])=[CH:16][CH:15]=3)[N:12]([C@@H:21]([CH2:25][CH3:26])[C@@H:22]([OH:24])[CH3:23])[C:11](=[O:27])[C@:10]([CH2:29][C:30]([O:32][CH3:33])=[O:31])([CH3:28])[CH2:9]2)[CH:5]=[CH:6][CH:7]=1.[H-].[Na+].I[CH3:37], predict the reaction product. The product is: [Cl:1][C:2]1[CH:3]=[C:4]([C@@H:8]2[C@@H:13]([C:14]3[CH:19]=[CH:18][C:17]([Cl:20])=[CH:16][CH:15]=3)[N:12]([C@@H:21]([CH2:25][CH3:26])[C@@H:22]([O:24][CH3:37])[CH3:23])[C:11](=[O:27])[C@:10]([CH2:29][C:30]([O:32][CH3:33])=[O:31])([CH3:28])[CH2:9]2)[CH:5]=[CH:6][CH:7]=1. (3) Given the reactants Br[C:2]1[CH:7]=[C:6]([S:8]([CH3:11])(=[O:10])=[O:9])[CH:5]=[CH:4][C:3]=1[F:12].[B:13]1([B:13]2[O:17][C:16]([CH3:19])([CH3:18])[C:15]([CH3:21])([CH3:20])[O:14]2)[O:17][C:16]([CH3:19])([CH3:18])[C:15]([CH3:21])([CH3:20])[O:14]1.C([O-])(=O)C.[K+], predict the reaction product. The product is: [F:12][C:3]1[CH:4]=[CH:5][C:6]([S:8]([CH3:11])(=[O:10])=[O:9])=[CH:7][C:2]=1[B:13]1[O:17][C:16]([CH3:19])([CH3:18])[C:15]([CH3:21])([CH3:20])[O:14]1. (4) Given the reactants Cl[C:2]1[N:7]=[C:6]([NH2:8])[N:5]=[C:4]([NH:9][C:10]2[CH:15]=[CH:14][C:13]([CH3:16])=[CH:12][CH:11]=2)[CH:3]=1.Cl.[CH3:18][NH:19][CH3:20].C(N(CC)CC)C, predict the reaction product. The product is: [CH3:18][N:19]([CH3:20])[C:2]1[CH:3]=[C:4]([NH:9][C:10]2[CH:15]=[CH:14][C:13]([CH3:16])=[CH:12][CH:11]=2)[N:5]=[C:6]([NH2:8])[N:7]=1. (5) Given the reactants [CH3:1][O:2][CH2:3][O:4][C:5]1[CH:12]=[CH:11][C:8]([CH:9]=O)=[CH:7][CH:6]=1.[CH3:13][CH2:14][O:15][C:16]([CH:18](P(OCC)(OCC)=O)[F:19])=[O:17].[H-].[Na+].O, predict the reaction product. The product is: [F:19][C:18](=[CH:9][C:8]1[CH:11]=[CH:12][C:5]([O:4][CH2:3][O:2][CH3:1])=[CH:6][CH:7]=1)[C:16]([O:15][CH2:14][CH3:13])=[O:17]. (6) Given the reactants [C:1]1([CH3:26])[CH:6]=[CH:5][CH:4]=[C:3]([C:7]2[O:8][C:9]3[CH2:14][CH2:13][N:12](C(OCC4C=CC=CC=4)=O)[CH2:11][C:10]=3[N:25]=2)[CH:2]=1.[Si](I)(C)(C)C, predict the reaction product. The product is: [C:1]1([CH3:26])[CH:6]=[CH:5][CH:4]=[C:3]([C:7]2[O:8][C:9]3[CH2:14][CH2:13][NH:12][CH2:11][C:10]=3[N:25]=2)[CH:2]=1. (7) Given the reactants [O:1]=[C:2]1[O:6][C@H:5]([C@@H:7]([NH:15][C:16](=[O:22])[O:17][C:18]([CH3:21])([CH3:20])[CH3:19])[CH2:8][C:9]2[CH:14]=[CH:13][CH:12]=[CH:11][CH:10]=2)[CH2:4][CH2:3]1.Br[CH2:24][C:25]1[CH:30]=[CH:29][C:28]([C:31]2[CH:36]=[CH:35][CH:34]=[CH:33][N:32]=2)=[CH:27][CH:26]=1.[O-]CC.[Na+].O.[OH-].[Li+].C(O)(=O)C, predict the reaction product. The product is: [O:1]=[C:2]1[O:6][C@H:5]([C@@H:7]([NH:15][C:16](=[O:22])[O:17][C:18]([CH3:19])([CH3:21])[CH3:20])[CH2:8][C:9]2[CH:10]=[CH:11][CH:12]=[CH:13][CH:14]=2)[CH2:4][CH:3]1[CH2:24][C:25]1[CH:26]=[CH:27][C:28]([C:31]2[CH:36]=[CH:35][CH:34]=[CH:33][N:32]=2)=[CH:29][CH:30]=1.